From a dataset of NCI-60 drug combinations with 297,098 pairs across 59 cell lines. Regression. Given two drug SMILES strings and cell line genomic features, predict the synergy score measuring deviation from expected non-interaction effect. (1) Drug 1: C1CCC(C1)C(CC#N)N2C=C(C=N2)C3=C4C=CNC4=NC=N3. Drug 2: CN(CC1=CN=C2C(=N1)C(=NC(=N2)N)N)C3=CC=C(C=C3)C(=O)NC(CCC(=O)O)C(=O)O. Cell line: EKVX. Synergy scores: CSS=7.86, Synergy_ZIP=-2.64, Synergy_Bliss=-2.83, Synergy_Loewe=-3.35, Synergy_HSA=-1.25. (2) Drug 1: C1CCC(C1)C(CC#N)N2C=C(C=N2)C3=C4C=CNC4=NC=N3. Drug 2: CCN(CC)CCCC(C)NC1=C2C=C(C=CC2=NC3=C1C=CC(=C3)Cl)OC. Cell line: OVCAR-4. Synergy scores: CSS=1.40, Synergy_ZIP=-1.67, Synergy_Bliss=1.80, Synergy_Loewe=-7.94, Synergy_HSA=0.643. (3) Drug 1: CN(C)C1=NC(=NC(=N1)N(C)C)N(C)C. Drug 2: C(CN)CNCCSP(=O)(O)O. Cell line: SK-MEL-2. Synergy scores: CSS=-3.12, Synergy_ZIP=0.592, Synergy_Bliss=-0.642, Synergy_Loewe=-4.62, Synergy_HSA=-4.13. (4) Drug 1: C1=C(C(=O)NC(=O)N1)N(CCCl)CCCl. Drug 2: C1=NC2=C(N=C(N=C2N1C3C(C(C(O3)CO)O)O)F)N. Cell line: K-562. Synergy scores: CSS=29.1, Synergy_ZIP=-9.13, Synergy_Bliss=-6.96, Synergy_Loewe=-7.23, Synergy_HSA=-5.65.